Task: Predict the reaction yield, written as a fraction of the theoretical maximum amount of product (1.0 means a 100% yield; for example, 0.34 means a 34% yield).. Dataset: Reaction yield outcomes from USPTO patents with 853,638 reactions The reactants are [Br:1][C:2]1[N:3]=[C:4]2[C:10]([CH3:11])=[CH:9][NH:8][C:5]2=[N:6][CH:7]=1.[H-].[Na+].Cl[CH2:15][O:16][CH2:17][CH2:18][Si:19]([CH3:22])([CH3:21])[CH3:20]. The catalyst is CN(C=O)C. The product is [Br:1][C:2]1[N:3]=[C:4]2[C:10]([CH3:11])=[CH:9][N:8]([CH2:15][O:16][CH2:17][CH2:18][Si:19]([CH3:22])([CH3:21])[CH3:20])[C:5]2=[N:6][CH:7]=1. The yield is 0.770.